From a dataset of Full USPTO retrosynthesis dataset with 1.9M reactions from patents (1976-2016). Predict the reactants needed to synthesize the given product. Given the product [Br:15][C:16]1[CH:24]=[CH:23][C:19]([C:20]2[CH2:10][C:9]([C:4]3[CH:3]=[C:2]([Cl:1])[CH:7]=[C:6]([Cl:8])[CH:5]=3)([C:11]([F:14])([F:12])[F:13])[O:22][N:21]=2)=[CH:18][C:17]=1[CH3:26], predict the reactants needed to synthesize it. The reactants are: [Cl:1][C:2]1[CH:3]=[C:4]([C:9]([C:11]([F:14])([F:13])[F:12])=[CH2:10])[CH:5]=[C:6]([Cl:8])[CH:7]=1.[Br:15][C:16]1[CH:24]=[CH:23][C:19]([CH:20]=[N:21][OH:22])=[C:18](Cl)[C:17]=1[CH3:26].C(=O)([O-])O.[K+].